Dataset: Catalyst prediction with 721,799 reactions and 888 catalyst types from USPTO. Task: Predict which catalyst facilitates the given reaction. (1) Reactant: Cl[C:2]1[C:7]([C:8]#[N:9])=[C:6]([C:10]2[CH:15]=[CH:14][CH:13]=[CH:12][C:11]=2[O:16][CH2:17][C:18]2[CH:23]=[CH:22][CH:21]=[CH:20][CH:19]=2)[N:5]=[C:4]([NH:24][CH:25]2[CH2:27][CH2:26]2)[N:3]=1.[SH:28][CH2:29][C:30]([NH2:32])=[O:31].C([O-])([O-])=O.[Na+].[Na+].CC[O-].[Na+]. Product: [NH2:9][C:8]1[C:7]2[C:6]([C:10]3[CH:15]=[CH:14][CH:13]=[CH:12][C:11]=3[O:16][CH2:17][C:18]3[CH:23]=[CH:22][CH:21]=[CH:20][CH:19]=3)=[N:5][C:4]([NH:24][CH:25]3[CH2:27][CH2:26]3)=[N:3][C:2]=2[S:28][C:29]=1[C:30]([NH2:32])=[O:31]. The catalyst class is: 40. (2) Reactant: C(O)(=O)C.[CH3:5][C:6]1[CH:11]=[C:10]([CH2:12][N:13]2[C:17](=[O:18])[N:16]([C:19]3[CH:24]=[CH:23][C:22]([C:25]([F:28])([F:27])[F:26])=[CH:21][CH:20]=3)[N:15]=[N:14]2)[CH:9]=[CH:8][C:7]=1[N:29]=[C:30](OCC)[CH3:31].C([BH3-])#N.[Na+]. Product: [CH2:30]([NH:29][C:7]1[CH:8]=[CH:9][C:10]([CH2:12][N:13]2[C:17](=[O:18])[N:16]([C:19]3[CH:24]=[CH:23][C:22]([C:25]([F:26])([F:27])[F:28])=[CH:21][CH:20]=3)[N:15]=[N:14]2)=[CH:11][C:6]=1[CH3:5])[CH3:31]. The catalyst class is: 13. (3) Reactant: [CH3:1][O:2][C:3]1[CH:12]=[CH:11][C:10]2[C:5](=[CH:6][C:7]([C:13]([O:15]CC)=[O:14])=[CH:8][CH:9]=2)[N:4]=1.[OH-].[Li+]. Product: [CH3:1][O:2][C:3]1[CH:12]=[CH:11][C:10]2[C:5](=[CH:6][C:7]([C:13]([OH:15])=[O:14])=[CH:8][CH:9]=2)[N:4]=1. The catalyst class is: 7.